This data is from Forward reaction prediction with 1.9M reactions from USPTO patents (1976-2016). The task is: Predict the product of the given reaction. (1) Given the reactants [C-:1]#[N:2].[Na+].CS(C)=O.[Br:8][C:9]1[CH:14]=[C:13]([O:15][CH3:16])[CH:12]=[C:11]([CH2:17]Br)[CH:10]=1.C(=O)(O)[O-].[Na+], predict the reaction product. The product is: [Br:8][C:9]1[CH:10]=[C:11]([CH2:17][C:1]#[N:2])[CH:12]=[C:13]([O:15][CH3:16])[CH:14]=1. (2) The product is: [Cl:24][C:25]1[CH:26]=[CH:27][C:28]([CH:31]([NH:34][C:8]([N:6]2[CH2:7][C:2](=[O:1])[NH:3][C:4]3[CH:23]=[CH:22][CH:21]=[N:20][C:5]2=3)=[O:10])[CH2:32][CH3:33])=[CH:29][CH:30]=1. Given the reactants [O:1]=[C:2]1[CH2:7][N:6]([C:8]([O:10]C2C=CC([N+]([O-])=O)=CC=2)=O)[C:5]2[N:20]=[CH:21][CH:22]=[CH:23][C:4]=2[NH:3]1.[Cl:24][C:25]1[CH:30]=[CH:29][C:28]([CH:31]([NH2:34])[CH2:32][CH3:33])=[CH:27][CH:26]=1.C(N(CC)CC)C.O, predict the reaction product. (3) Given the reactants [Cl:1][C:2]1[N:3]=[C:4](Cl)[C:5]2[C:10]([I:11])=[CH:9][N:8]([S:12]([C:15]3[CH:21]=[CH:20][C:18]([CH3:19])=[CH:17][CH:16]=3)(=[O:14])=[O:13])[C:6]=2[N:7]=1.[CH:23]1([NH2:26])[CH2:25][CH2:24]1.CCN(C(C)C)C(C)C, predict the reaction product. The product is: [Cl:1][C:2]1[N:3]=[C:4]([NH:26][CH:23]2[CH2:25][CH2:24]2)[C:5]2[C:10]([I:11])=[CH:9][N:8]([S:12]([C:15]3[CH:21]=[CH:20][C:18]([CH3:19])=[CH:17][CH:16]=3)(=[O:14])=[O:13])[C:6]=2[N:7]=1. (4) The product is: [F:25][C:26]1[CH:39]=[CH:38][C:29]([CH2:30][NH:31][C:18]([C:10]2[S:11][C:12]3=[N:13][CH:14]=[CH:15][CH:16]=[C:17]3[C:9]=2[C:6]2[CH:5]=[CH:4][C:3]([F:2])=[CH:8][CH:7]=2)=[O:20])=[CH:28][CH:27]=1. Given the reactants Cl.[F:2][C:3]1[CH:8]=[CH:7][C:6]([C:9]2[C:17]3[C:12](=[N:13][CH:14]=[CH:15][CH:16]=3)[S:11][C:10]=2[C:18]([OH:20])=O)=[CH:5][CH:4]=1.C(Cl)CCl.[F:25][C:26]1[CH:39]=[CH:38][C:29]([CH2:30][NH:31]C2C=CC=CC=2)=[CH:28][CH:27]=1, predict the reaction product.